Dataset: Full USPTO retrosynthesis dataset with 1.9M reactions from patents (1976-2016). Task: Predict the reactants needed to synthesize the given product. (1) Given the product [C:1]([C:3]1([NH:6][C:7]([C@@H:9]([NH:14][C:15]([CH:49]2[CH2:50][CH2:51][C:46]3([O:45][CH2:44][CH2:43][O:42]3)[CH2:47][CH2:48]2)=[O:21])[CH2:10][CH:11]([CH3:12])[CH3:13])=[O:8])[CH2:4][CH2:5]1)#[N:2], predict the reactants needed to synthesize it. The reactants are: [C:1]([C:3]1([NH:6][C:7]([C@@H:9]([NH:14][C:15](=[O:21])OC(C)(C)C)[CH2:10][CH:11]([CH3:13])[CH3:12])=[O:8])[CH2:5][CH2:4]1)#[N:2].C(O)(C(F)(F)F)=O.ClCCl.C1C=NC2N(O)N=NC=2C=1.[O:42]1[C:46]2([CH2:51][CH2:50][CH:49](C(O)=O)[CH2:48][CH2:47]2)[O:45][CH2:44][CH2:43]1.CCN=C=NCCCN(C)C.Cl. (2) Given the product [N:3]1[CH:4]=[CH:5][CH:6]=[CH:7][C:2]=1[C:11]#[C:10][CH2:9][CH2:8][C:12]1[CH:21]=[CH:20][C:19]2[C:14](=[CH:15][CH:16]=[CH:17][CH:18]=2)[N:13]=1.[N:13]1[C:14]2[C:19](=[CH:18][CH:17]=[CH:16][CH:15]=2)[CH:20]=[CH:21][CH:12]=1, predict the reactants needed to synthesize it. The reactants are: Br[C:2]1[CH:7]=[CH:6][CH:5]=[CH:4][N:3]=1.[CH2:8]([C:12]1[CH:21]=[CH:20][C:19]2[C:14](=[CH:15][CH:16]=[CH:17][CH:18]=2)[N:13]=1)[CH2:9][C:10]#[CH:11].